This data is from Reaction yield outcomes from USPTO patents with 853,638 reactions. The task is: Predict the reaction yield, written as a fraction of the theoretical maximum amount of product (1.0 means a 100% yield; for example, 0.34 means a 34% yield). The reactants are Br.[OH:2][C:3]1[CH:25]=[CH:24][C:6]([O:7][CH2:8][CH2:9][CH2:10][N:11]2[CH2:16][CH2:15][C:14]([C:18]3[CH:23]=[CH:22][CH:21]=[CH:20][CH:19]=3)([OH:17])[CH2:13][CH2:12]2)=[CH:5][CH:4]=1.BrCC[CH2:29][O:30][C:31]1[CH:36]=[CH:35][C:34](O)=[CH:33][CH:32]=1.OC1(C2C=CC=CC=2)CC[NH:42]CC1. The catalyst is CC#N. The product is [O:30]1[C:31]2[CH:36]=[CH:35][CH:34]=[CH:33][C:32]=2[N:42]=[C:29]1[O:2][C:3]1[CH:4]=[CH:5][C:6]([O:7][CH2:8][CH2:9][CH2:10][N:11]2[CH2:12][CH2:13][C:14]([C:18]3[CH:23]=[CH:22][CH:21]=[CH:20][CH:19]=3)([OH:17])[CH2:15][CH2:16]2)=[CH:24][CH:25]=1. The yield is 0.910.